From a dataset of Catalyst prediction with 721,799 reactions and 888 catalyst types from USPTO. Predict which catalyst facilitates the given reaction. Reactant: [CH3:1][O:2][C:3]1[CH:4]=[C:5]([NH2:14])[C:6](=[C:10]([O:12][CH3:13])[CH:11]=1)[C:7]([OH:9])=[O:8].Cl[C:16](Cl)([O:18]C(=O)OC(Cl)(Cl)Cl)Cl.O. Product: [CH3:13][O:12][C:10]1[C:6]2[C:7](=[O:9])[O:8][C:16](=[O:18])[NH:14][C:5]=2[CH:4]=[C:3]([O:2][CH3:1])[CH:11]=1. The catalyst class is: 7.